From a dataset of Catalyst prediction with 721,799 reactions and 888 catalyst types from USPTO. Predict which catalyst facilitates the given reaction. (1) Reactant: [C:1]([O:5][C:6](N[C@@H]1CC[C@](C(C)C)(C(O)=O)C1)=[O:7])([CH3:4])([CH3:3])[CH3:2].FC(F)(F)C(O)=O.[F:27][C:28]([F:42])([F:41])[C:29]1[CH:34]=[CH:33][CH:32]=[CH:31][C:30]=1[C:35]1[CH2:36][CH2:37][NH:38][CH2:39][CH:40]=1.C(N(CC)CC)C.F[P-](F)(F)(F)(F)F.N1(O[P+](N(C)C)(N(C)C)N(C)C)C2C=CC=CC=2N=N1. Product: [F:42][C:28]([F:27])([F:41])[C:29]1[CH:34]=[CH:33][CH:32]=[CH:31][C:30]=1[C:35]1[CH2:40][CH2:39][N:38]([C:6]([O:5][C:1]([CH3:4])([CH3:3])[CH3:2])=[O:7])[CH2:37][CH:36]=1. The catalyst class is: 2. (2) Reactant: [Cl:1][C:2]1[CH:7]=[CH:6][C:5](I)=[CH:4][CH:3]=1.C([Mg]Cl)(C)C.[Cl-].[Li+].[CH3:16][CH:17]([CH3:29])[C:18](=[C:20]([C:25]([O:27][CH3:28])=[O:26])[C:21]([O:23][CH3:24])=[O:22])[CH3:19]. Product: [Cl:1][C:2]1[CH:7]=[CH:6][C:5]([C:18]([CH:20]([C:25]([O:27][CH3:28])=[O:26])[C:21]([O:23][CH3:24])=[O:22])([CH:17]([CH3:29])[CH3:16])[CH3:19])=[CH:4][CH:3]=1. The catalyst class is: 356. (3) Reactant: COC1C=CC([P:9]([C:12]2C=CC(OC)=CC=2)(=[O:11])[OH:10])=CC=1.[OH-:20].[CH2:21]([N+:25]([CH2:34][CH2:35][CH2:36][CH3:37])([CH2:30][CH2:31][CH2:32][CH3:33])[CH2:26][CH2:27][CH2:28][CH3:29])[CH2:22][CH2:23][CH3:24].C[CH:39]([OH:41])C. Product: [OH:20][CH2:12][P:9]([CH2:39][OH:41])(=[O:11])[O-:10].[CH2:34]([N+:25]([CH2:21][CH2:22][CH2:23][CH3:24])([CH2:26][CH2:27][CH2:28][CH3:29])[CH2:30][CH2:31][CH2:32][CH3:33])[CH2:35][CH2:36][CH3:37]. The catalyst class is: 6. (4) Reactant: [Se](O)(O)=[O:2].[CH2:5]([O:7][C:8](=[O:22])[CH2:9][C:10]1[C:11]([Cl:21])=[CH:12][CH:13]=[C:14]2[C:19]=1[N:18]=[C:17]([CH3:20])[CH:16]=[CH:15]2)[CH3:6]. Product: [CH2:5]([O:7][C:8](=[O:22])[CH2:9][C:10]1[C:11]([Cl:21])=[CH:12][CH:13]=[C:14]2[C:19]=1[N:18]=[C:17]([CH:20]=[O:2])[CH:16]=[CH:15]2)[CH3:6]. The catalyst class is: 38.